This data is from Reaction yield outcomes from USPTO patents with 853,638 reactions. The task is: Predict the reaction yield, written as a fraction of the theoretical maximum amount of product (1.0 means a 100% yield; for example, 0.34 means a 34% yield). (1) The product is [C:1]([O:5][C:6]([N:8]1[CH2:13][CH2:12][CH:11]([C:14]2[C:17]3[CH:22]=[CH:21][CH:20]=[C:19]([C:23]([F:26])([F:25])[F:24])[C:18]=3[O:16][N:15]=2)[CH2:10][CH2:9]1)=[O:7])([CH3:4])([CH3:3])[CH3:2]. The yield is 0.730. The reactants are [C:1]([O:5][C:6]([N:8]1[CH2:13][CH2:12][CH:11]([C:14]([C:17]2[CH:22]=[CH:21][CH:20]=[C:19]([C:23]([F:26])([F:25])[F:24])[C:18]=2F)=[N:15][OH:16])[CH2:10][CH2:9]1)=[O:7])([CH3:4])([CH3:3])[CH3:2].CC(C)([O-])C.[K+]. The catalyst is C1COCC1. (2) The reactants are [C:12]([O:11][C:9](O[C:9]([O:11][C:12]([CH3:15])([CH3:14])[CH3:13])=[O:10])=[O:10])([CH3:15])([CH3:14])[CH3:13].[Br:16][C:17]1[CH:18]=[CH:19][C:20]2[C:26](=[O:27])[CH2:25][CH2:24][CH2:23][NH:22][C:21]=2[CH:28]=1.C(N(CC)C(C)C)(C)C. The catalyst is CN(C)C1C=CN=CC=1.ClCCl. The product is [Br:16][C:17]1[CH:18]=[CH:19][C:20]2[C:26](=[O:27])[CH2:25][CH2:24][CH2:23][N:22]([C:9]([O:11][C:12]([CH3:13])([CH3:14])[CH3:15])=[O:10])[C:21]=2[CH:28]=1. The yield is 0.660. (3) The reactants are [CH3:1][CH:2]1[CH2:7][CH:6]([C:8]2[CH:15]=[CH:14][C:11]([C:12]#[N:13])=[CH:10][CH:9]=2)[CH2:5][CH2:4][NH:3]1.CCN=C=NCCCN(C)C.Cl.[CH:28]1([C:32]2[C:40]([C:41]3[NH:45][C:44]([CH2:46][CH3:47])=[N:43][N:42]=3)=[CH:39][C:35]([C:36](O)=[O:37])=[C:34]([CH3:48])[CH:33]=2)[CH2:31][CH2:30][CH2:29]1. The catalyst is CN(C)C=O.CN(C)C1C=CN=CC=1.C(OCC)(=O)C. The product is [CH:28]1([C:32]2[C:40]([C:41]3[NH:45][C:44]([CH2:46][CH3:47])=[N:43][N:42]=3)=[CH:39][C:35]([C:36]([N:3]3[CH2:4][CH2:5][CH:6]([C:8]4[CH:9]=[CH:10][C:11]([C:12]#[N:13])=[CH:14][CH:15]=4)[CH2:7][CH:2]3[CH3:1])=[O:37])=[C:34]([CH3:48])[CH:33]=2)[CH2:29][CH2:30][CH2:31]1. The yield is 0.0100. (4) The reactants are [CH2:1]([C:5]1[N:9]([CH2:10][C:11]2[CH:16]=[CH:15][C:14]([C:17]3[C:18]([C:23]#[N:24])=[CH:19][CH:20]=[CH:21][CH:22]=3)=[CH:13][CH:12]=2)[C:8](=[O:25])[NH:7][N:6]=1)[CH2:2][CH2:3][CH3:4].C(=O)([O-])[O-].[K+].[K+].Br[CH2:33][CH:34]1[CH2:39][CH2:38][CH2:37][CH2:36][O:35]1.CN(C)C=O. The catalyst is C(OCC)(=O)C. The product is [CH2:1]([C:5]1[N:9]([CH2:10][C:11]2[CH:16]=[CH:15][C:14]([C:17]3[C:18]([C:23]#[N:24])=[CH:19][CH:20]=[CH:21][CH:22]=3)=[CH:13][CH:12]=2)[C:8](=[O:25])[N:7]([CH2:33][CH:34]2[CH2:39][CH2:38][CH2:37][CH2:36][O:35]2)[N:6]=1)[CH2:2][CH2:3][CH3:4]. The yield is 0.380. (5) The reactants are [Cl:1][C:2]1[N:7]=[C:6]([C:8]([O:10][CH3:11])=[O:9])[C:5]([CH3:12])=[N:4][CH:3]=1.C(N)(N)=[O:14].OO.FC(F)(F)C(OC(=O)C(F)(F)F)=O. The catalyst is ClCCl. The product is [Cl:1][C:2]1[N:7]=[C:6]([C:8]([O:10][CH3:11])=[O:9])[C:5]([CH3:12])=[N+:4]([O-:14])[CH:3]=1. The yield is 0.950. (6) The reactants are [OH:1][C@H:2]([CH3:6])[C:3](N)=O.F[B-](F)(F)F.C([O+](CC)CC)C.[F:19][C:20]([F:41])([F:40])[CH2:21][NH:22][C@H:23]1[CH2:28][CH2:27][C@H:26]([NH:29][C:30]2[C:35]([NH2:36])=[CH:34][N:33]=[C:32]3[CH:37]=[CH:38][S:39][C:31]=23)[CH2:25][CH2:24]1. The catalyst is O1CCCC1.C(O)C. The product is [F:41][C:20]([F:19])([F:40])[CH2:21][NH:22][C@H:23]1[CH2:24][CH2:25][C@H:26]([N:29]2[C:30]3=[C:31]4[S:39][CH:38]=[CH:37][C:32]4=[N:33][CH:34]=[C:35]3[N:36]=[C:3]2[C@H:2]([OH:1])[CH3:6])[CH2:27][CH2:28]1. The yield is 0.100. (7) The reactants are Cl[C:2]1[C:11]2[C:6](=[CH:7][C:8]([O:14][CH3:15])=[C:9]([O:12][CH3:13])[CH:10]=2)[N:5]=[CH:4][CH:3]=1.[OH:16][C:17]1[CH:18]=[C:19]2[C:24](=[CH:25][CH:26]=1)[N:23]=[CH:22][CH:21]=[CH:20]2. No catalyst specified. The product is [CH3:13][O:12][C:9]1[CH:10]=[C:11]2[C:6](=[CH:7][C:8]=1[O:14][CH3:15])[N:5]=[CH:4][CH:3]=[C:2]2[O:16][C:17]1[CH:18]=[C:19]2[C:24](=[CH:25][CH:26]=1)[N:23]=[CH:22][CH:21]=[CH:20]2. The yield is 0.460.